Dataset: Forward reaction prediction with 1.9M reactions from USPTO patents (1976-2016). Task: Predict the product of the given reaction. Given the reactants [C:1]([C:3]1[N:8]=[C:7]([C:9]2[CH:14]=[CH:13][CH:12]=[C:11]([C:15]([O:17][CH2:18][CH2:19][Si:20]([CH3:23])([CH3:22])[CH3:21])=[O:16])[N:10]=2)[CH:6]=[CH:5][CH:4]=1)#[N:2], predict the reaction product. The product is: [NH2:2][CH2:1][C:3]1[N:8]=[C:7]([C:9]2[CH:14]=[CH:13][CH:12]=[C:11]([C:15]([O:17][CH2:18][CH2:19][Si:20]([CH3:23])([CH3:22])[CH3:21])=[O:16])[N:10]=2)[CH:6]=[CH:5][CH:4]=1.